From a dataset of Forward reaction prediction with 1.9M reactions from USPTO patents (1976-2016). Predict the product of the given reaction. (1) Given the reactants C(=O)(O[C@H:4]1[C:17]2[CH:16]=[C:15]3[C:10]([N:11]([CH3:27])[C:12](=[O:26])[CH:13](CCC4C=CC=CC=4)[O:14]3)=[C:9](C(C)(C)C)[C:8]=2[O:7][C:6]([CH3:33])([CH3:32])[C@@H:5]1[OH:34])N.C(=O)([O-])O.[Na+].CCO[CH2:44][CH3:45], predict the reaction product. The product is: [OH:34][C@@H:5]1[C@@H:4]([NH:11][CH2:10][CH2:9][C:45]2[CH:44]=[CH:6][CH:5]=[CH:4][CH:17]=2)[C:17]2[CH:16]=[C:15]3[C:10]([N:11]([CH3:27])[C:12](=[O:26])[CH2:13][O:14]3)=[CH:9][C:8]=2[O:7][C:6]1([CH3:32])[CH3:33]. (2) Given the reactants [CH2:1]([NH:8][C:9]1[C:10]2[C:18](I)=[CH:17][N:16]([S:20]([C:23]3[CH:29]=[CH:28][C:26]([CH3:27])=[CH:25][CH:24]=3)(=[O:22])=[O:21])[C:11]=2[N:12]=[C:13]([Cl:15])[N:14]=1)[C:2]1[CH:7]=[CH:6][CH:5]=[CH:4][CH:3]=1.[CH3:30][N:31](C=O)C, predict the reaction product. The product is: [CH2:1]([NH:8][C:9]1[C:10]2[C:18]([C:30]#[N:31])=[CH:17][N:16]([S:20]([C:23]3[CH:29]=[CH:28][C:26]([CH3:27])=[CH:25][CH:24]=3)(=[O:22])=[O:21])[C:11]=2[N:12]=[C:13]([Cl:15])[N:14]=1)[C:2]1[CH:7]=[CH:6][CH:5]=[CH:4][CH:3]=1. (3) Given the reactants [F:1][C:2]1[CH:7]=[CH:6][C:5]([C:8]([C:10]2[N:19]=[C:18]([NH:20][C:21]3[CH:25]=[C:24]([CH3:26])[NH:23][N:22]=3)[C:17]3[C:12](=[CH:13][C:14]([C:27]([F:30])([F:29])[F:28])=[CH:15][CH:16]=3)[N:11]=2)=[O:9])=[CH:4][CH:3]=1.[BH4-].[Na+], predict the reaction product. The product is: [F:1][C:2]1[CH:7]=[CH:6][C:5]([CH:8]([C:10]2[N:19]=[C:18]([NH:20][C:21]3[CH:25]=[C:24]([CH3:26])[NH:23][N:22]=3)[C:17]3[C:12](=[CH:13][C:14]([C:27]([F:30])([F:28])[F:29])=[CH:15][CH:16]=3)[N:11]=2)[OH:9])=[CH:4][CH:3]=1. (4) The product is: [C:1]([O:5][C:6]([N:8]1[CH2:13][CH2:12][N:11]([C:14]2[N:15]=[N:16][C:17]([C:27]([F:30])([F:29])[F:28])=[C:18]([C:20]3[CH:25]=[CH:24][C:23]([C:50]4[CH:55]=[CH:54][C:53]([F:56])=[CH:52][CH:51]=4)=[CH:22][CH:21]=3)[CH:19]=2)[CH2:10][CH2:9]1)=[O:7])([CH3:4])([CH3:3])[CH3:2]. Given the reactants [C:1]([O:5][C:6]([N:8]1[CH2:13][CH2:12][N:11]([C:14]2[N:15]=[N:16][C:17]([C:27]([F:30])([F:29])[F:28])=[C:18]([C:20]3[CH:25]=[CH:24][C:23](Br)=[CH:22][CH:21]=3)[CH:19]=2)[CH2:10][CH2:9]1)=[O:7])([CH3:4])([CH3:3])[CH3:2].C(OC(N1CCN(C2N=NC(C(F)(F)F)=C([C:50]3[CH:55]=[CH:54][C:53]([F:56])=[CH:52][CH:51]=3)C=2)CC1)=O)(C)(C)C.FC1C=CC(B(O)O)=CC=1.P([O-])([O-])([O-])=O.[K+].[K+].[K+], predict the reaction product. (5) Given the reactants [CH3:1][C@@H:2]1[CH2:6][CH2:5][CH2:4][N:3]1[CH2:7][CH2:8][C:9]1[CH:14]=[CH:13][C:12]([C:15]2[CH:20]=[CH:19][C:18]([C:21]3([C:26](O)=[O:27])[CH2:25][CH2:24][CH2:23][CH2:22]3)=[CH:17][CH:16]=2)=[CH:11][CH:10]=1.Cl.[NH2:30][C@H:31]1[CH2:36][CH2:35][CH2:34][CH2:33][C@H:32]1[C:37]([O:39][CH2:40][CH3:41])=[O:38].CN(C(ON1N=NC2C=CC=NC1=2)=[N+](C)C)C.F[P-](F)(F)(F)(F)F.Cl, predict the reaction product. The product is: [CH3:1][C@@H:2]1[CH2:6][CH2:5][CH2:4][N:3]1[CH2:7][CH2:8][C:9]1[CH:10]=[CH:11][C:12]([C:15]2[CH:16]=[CH:17][C:18]([C:21]3([C:26]([NH:30][C@H:31]4[CH2:36][CH2:35][CH2:34][CH2:33][C@H:32]4[C:37]([O:39][CH2:40][CH3:41])=[O:38])=[O:27])[CH2:22][CH2:23][CH2:24][CH2:25]3)=[CH:19][CH:20]=2)=[CH:13][CH:14]=1. (6) Given the reactants O1C2C(=CC=CC=2)/C(=[N:11]/[OH:12])/CC1.[CH2:13]([CH:16]1[C:24](=O)[C:20]2[CH:21]=[CH:22][S:23][C:19]=2[CH2:18][CH2:17]1)[CH2:14][CH3:15], predict the reaction product. The product is: [CH2:13]([CH:16]1[CH2:17][CH2:18][C:19]2[S:23][CH:22]=[CH:21][C:20]=2/[C:24]/1=[N:11]\[OH:12])[CH2:14][CH3:15]. (7) Given the reactants Cl.[CH3:2][N:3]1[CH:7]=[C:6]([C:8]2[N:13]=[C:12]([C:14]3[CH:15]=[N:16][N:17]([C:19]4([CH2:23][C:24]#[N:25])[CH2:22][NH:21][CH2:20]4)[CH:18]=3)[N:11]3[CH:26]=[CH:27][N:28]=[C:10]3[CH:9]=2)[CH:5]=[N:4]1.C(Cl)Cl.C(N(CC)CC)C.[CH3:39][CH:40]([S:42](Cl)(=[O:44])=[O:43])[CH3:41], predict the reaction product. The product is: [CH:40]([S:42]([N:21]1[CH2:22][C:19]([CH2:23][C:24]#[N:25])([N:17]2[CH:18]=[C:14]([C:12]3[N:11]4[CH:26]=[CH:27][N:28]=[C:10]4[CH:9]=[C:8]([C:6]4[CH:5]=[N:4][N:3]([CH3:2])[CH:7]=4)[N:13]=3)[CH:15]=[N:16]2)[CH2:20]1)(=[O:44])=[O:43])([CH3:41])[CH3:39]. (8) Given the reactants [CH:1]1([NH:4][C:5]2[C:10]([C:11]([NH2:13])=[O:12])=[CH:9][N:8]=[C:7]([NH:14][C:15]3[CH:20]=[CH:19][C:18]([CH:21]4[CH2:26][CH2:25][N:24]([S:27]([CH2:30][CH3:31])(=[O:29])=[O:28])[CH2:23][CH2:22]4)=[CH:17][CH:16]=3)[N:6]=2)[CH2:3][CH2:2]1.[CH:32]1(S(Cl)(=O)=O)CC1, predict the reaction product. The product is: [CH:1]1([NH:4][C:5]2[C:10]([C:11]([NH2:13])=[O:12])=[CH:9][N:8]=[C:7]([NH:14][C:15]3[CH:20]=[CH:19][C:18]([CH:21]4[CH2:22][CH2:23][N:24]([S:27]([CH:30]5[CH2:32][CH2:31]5)(=[O:28])=[O:29])[CH2:25][CH2:26]4)=[CH:17][CH:16]=3)[N:6]=2)[CH2:2][CH2:3]1.